Dataset: Forward reaction prediction with 1.9M reactions from USPTO patents (1976-2016). Task: Predict the product of the given reaction. (1) Given the reactants Br[CH2:2][C:3]1[C:8]([CH3:9])=[CH:7][CH:6]=[CH:5][C:4]=1[N:10]1[C:14](=[O:15])[N:13]([CH3:16])[N:12]=[N:11]1.[Br:17][C:18]1[CH:23]=[CH:22][C:21]([OH:24])=[C:20]([CH3:25])[CH:19]=1.C(=O)([O-])[O-].[K+].[K+].C(#N)C, predict the reaction product. The product is: [Br:17][C:18]1[CH:23]=[CH:22][C:21]([O:24][CH2:2][C:3]2[C:8]([CH3:9])=[CH:7][CH:6]=[CH:5][C:4]=2[N:10]2[C:14](=[O:15])[N:13]([CH3:16])[N:12]=[N:11]2)=[C:20]([CH3:25])[CH:19]=1. (2) The product is: [C:10]([C:14]1[CH:19]=[CH:18][C:17]([NH:20][C:21](=[O:22])[NH:1][C@@H:2]([CH2:8][CH3:9])[CH2:3][C:4]([O:6][CH3:7])=[O:5])=[CH:16][CH:15]=1)([CH3:13])([CH3:11])[CH3:12]. Given the reactants [NH2:1][C@@H:2]([CH2:8][CH3:9])[CH2:3][C:4]([O:6][CH3:7])=[O:5].[C:10]([C:14]1[CH:19]=[CH:18][C:17]([N:20]=[C:21]=[O:22])=[CH:16][CH:15]=1)([CH3:13])([CH3:12])[CH3:11], predict the reaction product. (3) Given the reactants C[O:2][C:3](=[O:25])[CH:4]([NH2:24])[CH2:5][NH:6][C:7]1[C:16]2[C:11](=[CH:12][CH:13]=[CH:14][CH:15]=2)[N:10]=[C:9]([C:17]2[CH:22]=[CH:21][CH:20]=[CH:19][C:18]=2[OH:23])[N:8]=1.O1CCCC1.O.O.[OH-].[Li+].Cl, predict the reaction product. The product is: [NH2:24][CH:4]([CH2:5][NH:6][C:7]1[C:16]2[C:11](=[CH:12][CH:13]=[CH:14][CH:15]=2)[N:10]=[C:9]([C:17]2[CH:22]=[CH:21][CH:20]=[CH:19][C:18]=2[OH:23])[N:8]=1)[C:3]([OH:25])=[O:2].